Dataset: Peptide-MHC class II binding affinity with 134,281 pairs from IEDB. Task: Regression. Given a peptide amino acid sequence and an MHC pseudo amino acid sequence, predict their binding affinity value. This is MHC class II binding data. (1) The peptide sequence is PSMGRDIKVQFQSGG. The MHC is HLA-DPA10201-DPB10101 with pseudo-sequence HLA-DPA10201-DPB10101. The binding affinity (normalized) is 0.313. (2) The MHC is DRB1_0404 with pseudo-sequence DRB1_0404. The binding affinity (normalized) is 0.540. The peptide sequence is LVTVNPIASTNDDEV. (3) The peptide sequence is LVVRMYLSSQAIRLV. The MHC is DRB3_0202 with pseudo-sequence DRB3_0202. The binding affinity (normalized) is 0.765. (4) The peptide sequence is AEIGSAISTANGAAA. The MHC is HLA-DQA10102-DQB10602 with pseudo-sequence HLA-DQA10102-DQB10602. The binding affinity (normalized) is 0.546.